This data is from Forward reaction prediction with 1.9M reactions from USPTO patents (1976-2016). The task is: Predict the product of the given reaction. (1) Given the reactants [C:1]([O:5][C:6]([NH:8][C@@H:9]([C@H:13]([O:15][CH3:16])[CH3:14])[C:10]([OH:12])=O)=[O:7])([CH3:4])([CH3:3])[CH3:2].CC[N:19]([CH:23]([CH3:25])C)[CH:20]([CH3:22])C.CN(C(ON1N=NC2C=CC=CC1=2)=[N+](C)C)C.[B-](F)(F)(F)F.N1CCCC1, predict the reaction product. The product is: [CH3:16][O:15][C@H:13]([CH3:14])[C@H:9]([NH:8][C:6](=[O:7])[O:5][C:1]([CH3:2])([CH3:3])[CH3:4])[C:10](=[O:12])[N:19]1[CH2:20][CH2:22][CH2:25][CH2:23]1. (2) Given the reactants [N:1]1[NH:2][C:3]2[CH:17]=[CH:16][CH:15]=[C:5]3[C:6](=[O:14])[C:7]4[CH:13]=[CH:12][CH:11]=[CH:10][C:8]=4[C:9]=1[C:4]=23.[N-:18]=[N+]=[N-].[Na+].C(OCC)(=O)C.O1CCCC1, predict the reaction product. The product is: [N:1]1[NH:2][C:3]2[CH:17]=[CH:16][CH:15]=[C:5]3[C:6](=[O:14])[NH:18][C:7]4[CH:13]=[CH:12][CH:11]=[CH:10][C:8]=4[C:9]=1[C:4]=23. (3) The product is: [Cl:10][C:11]1[CH:16]=[CH:15][C:14]([S:17][C:2]2[CH:9]=[CH:8][C:5]([CH:6]=[O:7])=[CH:4][CH:3]=2)=[CH:13][CH:12]=1. Given the reactants F[C:2]1[CH:9]=[CH:8][C:5]([CH:6]=[O:7])=[CH:4][CH:3]=1.[Cl:10][C:11]1[CH:16]=[CH:15][C:14]([SH:17])=[CH:13][CH:12]=1.C([O-])([O-])=O.[K+].[K+].CN(C=O)C, predict the reaction product.